Dataset: HIV replication inhibition screening data with 41,000+ compounds from the AIDS Antiviral Screen. Task: Binary Classification. Given a drug SMILES string, predict its activity (active/inactive) in a high-throughput screening assay against a specified biological target. The result is 0 (inactive). The drug is O=C(OCc1c(-c2ccccc2)nn(-c2ccccc2)c1COC(=O)Oc1ccccc1)Oc1ccccc1.